Dataset: Experimentally validated miRNA-target interactions with 360,000+ pairs, plus equal number of negative samples. Task: Binary Classification. Given a miRNA mature sequence and a target amino acid sequence, predict their likelihood of interaction. (1) The miRNA is hsa-miR-1250-3p with sequence ACAUUUUCCAGCCCAUUCA. The protein sequence of the target gene is MGAFLDKPKMEKHNAQGQGNGLRYGLSSMQGWRVEMEDAHTAVIGLPSGLESWSFFAVYDGHAGSQVAKYCCEHLLDHITNNQDFKGSAGAPSVENVKNGIRTGFLEIDEHMRVMSEKKHGADRSGSTAVGVLISPQHTYFINCGDSRGLLCRNRKVHFFTQDHKPSNPLEKERIQNAGGSVMIQRVNGSLAVSRALGDFDYKCVHGKGPTEQLVSPEPEVHDIERSEEDDQFIILACDGIWDVMGNEELCDFVRSRLEVTDDLEKVCNEVVDTCLYKGSRDNMSVILICFPNAPKVSPE.... Result: 1 (interaction). (2) The miRNA is hsa-miR-4749-3p with sequence CGCCCCUCCUGCCCCCACAG. The protein sequence of the target gene is MVQKTSMSRGPYPPSQEIPMEVFDPSPQGKYSKRKGRFKRSDGSTSSDTTSNSFVRQGSAESYTSRPSDSDVSLEEDREALRKEAERQALAQLEKAKTKPVAFAVRTNVGYNPSPGDEVPVQGVAITFEPKDFLHIKEKYNNDWWIGRLVKEGCEVGFIPSPVKLDSLRLLQEQKLRQNRLGSSKSGDNSSSSLGDVVTGTRRPTPPASAKQKQKSTEHVPPYDVVPSMRPIILVGPSLKGYEVTDMMQKALFDFLKHRFDGRISITRVTADISLAKRSVLNNPSKHIIIERSNTRSSLA.... Result: 1 (interaction). (3) The miRNA is mmu-miR-425-5p with sequence AAUGACACGAUCACUCCCGUUGA. The protein sequence of the target gene is MEAEEADVDVEGDVAAAAQPGNDESTASVFQDHYLDSTWRRENGCLPWTLDSTISDENRAIIEKMLLEEEYYLSNKSLPGKFWVNQKEDNKKYTNSLQKSSKAMVDSPAKPASHSVKWTVEEKELFEQGLAKFGRRWTKIATLLKSRTVLQVKSYARQYFKNKVKWDVEKETPTQKSSSDLQVKNKDDRTKAWAAACLRGSADPCLNAVKIEKLSDDEDVDITDELDELTSQTSQNSGSHLTLDVPNSKMYTTNQGELCQEGPLAKSSGESLQNVKQGEGEACSSSEIASWAEKQKSTDK.... Result: 1 (interaction). (4) The protein sequence of the target gene is MSEVRPLSRDILMETLLYEQLLEPPTMEVLGMTDSEEDLDPMEDFDSLECMEGSDALALRLACIGDEMDVSLRAPRLAQLSEVAMHSLGLAFIYDQTEDIRDVLRSFMDGFTTLKENIMRFWRSPNPGSWVSCEQVLLALLLLLALLLPLLSGGLHLLLK. Result: 1 (interaction). The miRNA is hsa-miR-125b-1-3p with sequence ACGGGUUAGGCUCUUGGGAGCU. (5) The miRNA is hsa-miR-30a-5p with sequence UGUAAACAUCCUCGACUGGAAG. The protein sequence of the target gene is MESGSTAASEEARSLRECELYVQKHNIQALLKDSIVQLCTARPERPMAFLREYFERLEKEEAKQIQNLQKAGTRTDSREDEISPPPPNPVVKGRRRRGAISAEVYTEEDAASYVRKVIPKDYKTMAALAKAIEKNVLFSHLDDNERSDIFDAMFSVSFIAGETVIQQGDEGDNFYVIDQGETDVYVNNEWATSVGEGGSFGELALIYGTPRAATVKAKTNVKLWGIDRDSYRRILMGSTLRKRKMYEEFLSKVSILESLDKWERLTVADALEPVQFEDGQKIVVQGEPGDEFFIILEGSA.... Result: 1 (interaction). (6) The protein sequence of the target gene is MSLLCVRVKRAKFQGSPDKFNTYVTLKVQNVKSTTVAVRGDQPSWEQDFMFEISRLDLGLSVEVWNKGLIWDTMVGTVWIALKTIRQSDEEGPGEWSTLEAETLMKDDEICGTKNPTPHKILLDTRFELPFDIPEEEARYWTYKLEQINALADDNEYSSQEESQRKPLPTAAAQCCHWTYLGWGEHQTFEDPDSAVDDRDSDYRSETSNSAPPPYHTTTQPNASVHQFPVPVRLPQQLFLQGSSHDSCNDSMQSYDLDYPERRALSPTSSSRYGSSCNVSQGSSLLSELDQYHEQDDDGR.... The miRNA is bta-miR-181a with sequence AACAUUCAACGCUGUCGGUGAGUU. Result: 0 (no interaction).